Dataset: Catalyst prediction with 721,799 reactions and 888 catalyst types from USPTO. Task: Predict which catalyst facilitates the given reaction. Reactant: Cl[C:2]1[CH:3]=[CH:4][C:5]2[C:14]3[C:9](=[C:10]([CH3:15])[N:11]=[CH:12][CH:13]=3)[C:8](=[O:16])[N:7]([CH3:17])[C:6]=2[CH:18]=1.[F:19][C:20]([F:34])([F:33])[CH2:21][CH:22]([NH:25][C:26](=[O:32])[O:27][C:28]([CH3:31])([CH3:30])[CH3:29])[CH2:23][OH:24]. Product: [CH3:15][C:10]1[N:11]=[CH:12][CH:13]=[C:14]2[C:9]=1[C:8](=[O:16])[N:7]([CH3:17])[C:6]1[CH:18]=[C:2]([O:24][CH2:23][CH:22]([NH:25][C:26](=[O:32])[O:27][C:28]([CH3:30])([CH3:29])[CH3:31])[CH2:21][C:20]([F:34])([F:33])[F:19])[CH:3]=[CH:4][C:5]2=1. The catalyst class is: 28.